From a dataset of Forward reaction prediction with 1.9M reactions from USPTO patents (1976-2016). Predict the product of the given reaction. (1) The product is: [CH:1]1([CH2:16][C:17]2[C:26]3[C:21](=[CH:22][CH:23]=[CH:24][CH:25]=3)[CH:20]=[CH:19][CH:18]=2)[C:9]2[C:4](=[CH:5][CH:6]=[CH:7][CH:8]=2)[CH:3]=[CH:2]1. Given the reactants [CH2:1]1[C:9]2[C:4](=[CH:5][CH:6]=[CH:7][CH:8]=2)[CH:3]=[CH:2]1.C([Li])CCC.Cl[CH2:16][C:17]1[C:26]2[C:21](=[CH:22][CH:23]=[CH:24][CH:25]=2)[CH:20]=[CH:19][CH:18]=1.O, predict the reaction product. (2) Given the reactants [CH2:1]([O:8][C:9]1[CH:10]=[C:11]([C:23]2[CH2:27][C:26]([CH2:32][C:33]([O:35]C)=[O:34])([C:28]([O:30]C)=[O:29])[O:25][N:24]=2)[CH:12]=[CH:13][C:14]=1[O:15][CH2:16][C:17]1[CH:22]=[CH:21][CH:20]=[CH:19][CH:18]=1)[C:2]1[CH:7]=[CH:6][CH:5]=[CH:4][CH:3]=1.[OH-].[Li+].Cl, predict the reaction product. The product is: [CH2:1]([O:8][C:9]1[CH:10]=[C:11]([C:23]2[CH2:27][C:26]([CH2:32][C:33]([OH:35])=[O:34])([C:28]([OH:30])=[O:29])[O:25][N:24]=2)[CH:12]=[CH:13][C:14]=1[O:15][CH2:16][C:17]1[CH:22]=[CH:21][CH:20]=[CH:19][CH:18]=1)[C:2]1[CH:3]=[CH:4][CH:5]=[CH:6][CH:7]=1. (3) Given the reactants Cl[C:2]1[N:3]=[C:4]([O:29][C@H:30]2[CH2:34][CH2:33][O:32][CH2:31]2)[C:5]2[C:10]([C:11]3[CH:20]=[CH:19][C:14]4[N:15]=[C:16]([CH3:18])[O:17][C:13]=4[CH:12]=3)=[CH:9][N:8]([CH2:21][O:22][CH2:23][CH2:24][Si:25]([CH3:28])([CH3:27])[CH3:26])[C:6]=2[N:7]=1.[NH2:35][C:36]1[CH:45]=[CH:44][C:39]([C:40]([NH:42][CH3:43])=[O:41])=[CH:38][C:37]=1[CH3:46].CC1(C)C2C(=C(P(C3C=CC=CC=3)C3C=CC=CC=3)C=CC=2)OC2C(P(C3C=CC=CC=3)C3C=CC=CC=3)=CC=CC1=2.C(=O)([O-])[O-].[Cs+].[Cs+], predict the reaction product. The product is: [CH3:43][NH:42][C:40](=[O:41])[C:39]1[CH:44]=[CH:45][C:36]([NH:35][C:2]2[N:3]=[C:4]([O:29][C@H:30]3[CH2:34][CH2:33][O:32][CH2:31]3)[C:5]3[C:10]([C:11]4[CH:20]=[CH:19][C:14]5[N:15]=[C:16]([CH3:18])[O:17][C:13]=5[CH:12]=4)=[CH:9][N:8]([CH2:21][O:22][CH2:23][CH2:24][Si:25]([CH3:26])([CH3:27])[CH3:28])[C:6]=3[N:7]=2)=[C:37]([CH3:46])[CH:38]=1. (4) Given the reactants [CH2:1]([C:3]1[CH:4]=[CH:5][CH:6]=[C:7]2[C:11]=1[NH:10][CH:9]=[C:8]2[CH2:12][CH2:13][OH:14])[CH3:2].N1C2C(=CC=CC=2)C(CCO)=C1.[C:27]([CH2:35][C:36]([O:38][CH2:39][CH3:40])=[O:37])(=O)[C:28]1[CH:33]=[CH:32][CH:31]=[CH:30][CH:29]=1, predict the reaction product. The product is: [CH2:39]([O:38][C:36](=[O:37])[CH2:35][C:27]1([C:28]2[CH:33]=[CH:32][CH:31]=[CH:30][CH:29]=2)[C:9]2[NH:10][C:11]3[C:7]([C:8]=2[CH2:12][CH2:13][O:14]1)=[CH:6][CH:5]=[CH:4][C:3]=3[CH2:1][CH3:2])[CH3:40]. (5) Given the reactants [CH2:1]([C:4]1[CH:9]=[C:8]([O:10][C:11]([F:14])([F:13])[F:12])[CH:7]=[CH:6][C:5]=1[NH:15][C:16](=[O:19])[CH:17]=[CH2:18])C=C, predict the reaction product. The product is: [F:14][C:11]([F:12])([F:13])[O:10][C:8]1[CH:7]=[CH:6][C:5]2[NH:15][C:16](=[O:19])[CH:17]=[CH:18][CH2:1][C:4]=2[CH:9]=1.